From a dataset of Full USPTO retrosynthesis dataset with 1.9M reactions from patents (1976-2016). Predict the reactants needed to synthesize the given product. (1) Given the product [F:23][C:24]([F:34])([F:33])[C:6]1[CH:7]=[C:2]([CH:3]=[CH:4][CH:5]=1)[CH2:1][NH:8][C:9]([C:11]1[CH:20]=[CH:19][C:14]([C:15]([O:17][CH3:18])=[O:16])=[C:13]([OH:21])[C:12]=1[OH:22])=[O:10], predict the reactants needed to synthesize it. The reactants are: [CH2:1]([NH:8][C:9]([C:11]1[CH:20]=[CH:19][C:14]([C:15]([O:17][CH3:18])=[O:16])=[C:13]([OH:21])[C:12]=1[OH:22])=[O:10])[C:2]1[CH:7]=[CH:6][CH:5]=[CH:4][CH:3]=1.[F:23][C:24]([F:34])([F:33])C1C=C(CN)C=CC=1. (2) Given the product [NH2:45][C:44]1[N:43]([CH3:46])[N:42]=[CH:41][C:40]=1[NH:39][C:1]([NH:13][CH2:14][CH2:15][CH2:16][NH:17][C:18]([O:19][C:20]([CH3:21])([CH3:23])[CH3:22])=[O:24])=[O:2], predict the reactants needed to synthesize it. The reactants are: [C:1](N1C=CN=C1)(N1C=CN=C1)=[O:2].[NH2:13][CH2:14][CH2:15][CH2:16][NH:17][C:18](=[O:24])[O:19][C:20]([CH3:23])([CH3:22])[CH3:21].C(N(C(C)C)C(C)C)C.S(=O)(=O)(O)O.[NH2:39][C:40]1[CH:41]=[N:42][N:43]([CH3:46])[C:44]=1[NH2:45]. (3) Given the product [N:1]1[CH:2]=[CH:3][N:4]2[C:9]([CH2:10][C:11]([OH:13])=[O:12])=[CH:8][CH:7]=[CH:6][C:5]=12, predict the reactants needed to synthesize it. The reactants are: [N:1]1[CH:2]=[CH:3][N:4]2[C:9]([CH2:10][C:11]([O:13]C(C)(C)C)=[O:12])=[CH:8][CH:7]=[CH:6][C:5]=12.Cl.